This data is from Full USPTO retrosynthesis dataset with 1.9M reactions from patents (1976-2016). The task is: Predict the reactants needed to synthesize the given product. (1) Given the product [CH3:15][N:16]([CH3:18])/[CH:17]=[CH:9]/[C:8]([C:5]1[CH:6]=[CH:7][C:2]([Cl:1])=[CH:3][CH:4]=1)=[O:10], predict the reactants needed to synthesize it. The reactants are: [Cl:1][C:2]1[CH:7]=[CH:6][C:5]([C:8](=[O:10])[CH3:9])=[CH:4][CH:3]=1.C(O[CH:15](OC(C)C)[N:16]([CH3:18])[CH3:17])(C)C. (2) Given the product [CH3:1][O:2][C:3]1[C:8]([CH3:11])=[N:7][CH:6]=[CH:5][CH:4]=1, predict the reactants needed to synthesize it. The reactants are: [CH3:1][O:2][C:3]1[CH:4]=[CH:5][C:6](C)=[N:7][CH:8]=1.O[C:11]1C(C)=NC=CC=1.CI. (3) Given the product [Cl:1][C:2]1[CH:3]=[CH:4][C:5]([C:8]2[C:9]([O:17][CH2:18][CH:19]3[CH2:21][CH2:20]3)=[N:10][CH:11]=[C:12]([CH:16]=2)[C:13]([NH:31][CH2:30][C:27]2[CH:26]=[C:25]([CH:23]([CH3:24])[CH3:22])[O:29][N:28]=2)=[O:15])=[CH:6][CH:7]=1, predict the reactants needed to synthesize it. The reactants are: [Cl:1][C:2]1[CH:7]=[CH:6][C:5]([C:8]2[C:9]([O:17][CH2:18][CH:19]3[CH2:21][CH2:20]3)=[N:10][CH:11]=[C:12]([CH:16]=2)[C:13]([OH:15])=O)=[CH:4][CH:3]=1.[CH3:22][CH:23]([C:25]1[O:29][N:28]=[C:27]([CH2:30][NH2:31])[CH:26]=1)[CH3:24]. (4) Given the product [CH2:52]([O:48][C:11]([NH:13][CH2:18][CH2:17][CH2:16][O:19][C:20]1[CH:21]=[C:22]2[C:26](=[CH:27][CH:28]=1)[NH:25][C:24]([CH2:29][CH2:30][C:31]([O:33][CH3:34])=[O:32])=[CH:23]2)=[O:12])[C:51]1[CH:37]=[CH:36][CH:35]=[CH:49][CH:50]=1, predict the reactants needed to synthesize it. The reactants are: N([C:11]([N:13]1[CH2:18][CH2:17][CH2:16]CC1)=[O:12])=N[C:11]([N:13]1CC[CH2:16][CH2:17][CH2:18]1)=[O:12].[OH:19][C:20]1[CH:21]=[C:22]2[C:26](=[CH:27][CH:28]=1)[NH:25][C:24]([CH2:29][CH2:30][C:31]([O:33][CH3:34])=[O:32])=[CH:23]2.[CH2:35](P(CCCC)CCCC)[CH2:36][CH2:37]C.[O:48]1[CH2:52][CH2:51][CH2:50][CH2:49]1. (5) Given the product [C:1]([O:5][C:6]([N:8]1[CH2:11][CH:10]([O:12][Si:17]([C:13]([CH3:16])([CH3:15])[CH3:14])([C:24]2[CH:25]=[CH:26][CH:27]=[CH:28][CH:29]=2)[C:18]2[CH:23]=[CH:22][CH:21]=[CH:20][CH:19]=2)[CH2:9]1)=[O:7])([CH3:4])([CH3:2])[CH3:3], predict the reactants needed to synthesize it. The reactants are: [C:1]([O:5][C:6]([N:8]1[CH2:11][CH:10]([OH:12])[CH2:9]1)=[O:7])([CH3:4])([CH3:3])[CH3:2].[C:13]([Si:17](Cl)([C:24]1[CH:29]=[CH:28][CH:27]=[CH:26][CH:25]=1)[C:18]1[CH:23]=[CH:22][CH:21]=[CH:20][CH:19]=1)([CH3:16])([CH3:15])[CH3:14].N1C=CN=C1. (6) Given the product [CH3:46][N:47]1[C:3]2[CH:4]=[C:5]([C:8]([C:10]3[CH:19]=[CH:18][CH:17]=[CH:16][C:11]=3[C:12]([O:14][CH3:15])=[O:13])=[O:9])[CH:6]=[CH:7][C:2]=2[N:1]=[C:48]1[NH:49][C:31]([O:33][CH3:36])=[O:32], predict the reactants needed to synthesize it. The reactants are: [NH2:1][C:2]1[CH:7]=[CH:6][C:5]([C:8]([C:10]2[CH:19]=[CH:18][CH:17]=[CH:16][C:11]=2[C:12]([O:14][CH3:15])=[O:13])=[O:9])=[CH:4][C:3]=1N(C(OC(C)(C)C)=O)C.FC(F)(F)[C:31]([OH:33])=[O:32].[C:36](=O)(O)[O-].[Na+].Cl.CN(C)CC[CH2:46][N:47]=[C:48]=[N:49]CC.